The task is: Predict which catalyst facilitates the given reaction.. This data is from Catalyst prediction with 721,799 reactions and 888 catalyst types from USPTO. (1) Reactant: [C:1]([C:3]1[C:4]([N-:19][CH2:20][CH:21]([CH3:23])[CH3:22])=[C:5]([OH:18])[C:6]([F:17])=[C:7]([C:10]2[CH:15]=[CH:14][CH:13]=[C:12]([OH:16])[CH:11]=2)[C:8]=1[CH3:9])#[N:2].O.C1(C)C=CC(S(O)(=O)=O)=CC=1.C1(C)C=CC=CC=1. Product: [F:17][C:6]1[C:7]([C:10]2[CH:15]=[CH:14][CH:13]=[C:12]([OH:16])[CH:11]=2)=[C:8]([CH3:9])[C:3]([C:1]#[N:2])=[C:4]2[C:5]=1[O:18][C:20]([CH:21]([CH3:23])[CH3:22])=[N:19]2. The catalyst class is: 13. (2) Product: [Cl:7][C:6]([Cl:9])([Cl:8])[CH2:5][O:4][C:2]([N:23]1[CH2:22][CH2:21][CH:20]([CH2:19][CH2:18][CH2:17][CH2:16][C:13]2[CH:12]=[CH:11][N:10]=[CH:15][CH:14]=2)[CH2:25][CH2:24]1)=[O:3]. The catalyst class is: 158. Reactant: Cl[C:2]([O:4][CH2:5][C:6]([Cl:9])([Cl:8])[Cl:7])=[O:3].[NH:10]1[CH2:15][CH2:14][CH:13]([CH2:16][CH2:17][CH2:18][CH2:19][C:20]2[CH:25]=[CH:24][N:23]=[CH:22][CH:21]=2)[CH2:12][CH2:11]1.N1C=CC=CC=1. (3) Reactant: [Cl:1][C:2]1[CH:10]=[CH:9][C:8]([O:11][CH2:12][C:13]2[CH:18]=[CH:17][CH:16]=[C:15]([Cl:19])[CH:14]=2)=[CH:7][C:3]=1[C:4]([OH:6])=O.Cl.CN(C)CCCN=C=NCC.Cl.[NH2:33][CH2:34][C:35]1[CH:44]=[CH:43][C:38]([C:39]([O:41][CH3:42])=[O:40])=[CH:37][CH:36]=1.C(N(C(C)C)C(C)C)C. Product: [Cl:1][C:2]1[CH:10]=[CH:9][C:8]([O:11][CH2:12][C:13]2[CH:18]=[CH:17][CH:16]=[C:15]([Cl:19])[CH:14]=2)=[CH:7][C:3]=1[C:4]([NH:33][CH2:34][C:35]1[CH:36]=[CH:37][C:38]([C:39]([O:41][CH3:42])=[O:40])=[CH:43][CH:44]=1)=[O:6]. The catalyst class is: 61. (4) Reactant: [OH:1][C:2]1[CH:6]=[C:5]([N:7]2[C:15](=[O:16])[C:14]3[C:9](=[CH:10][CH:11]=[CH:12][CH:13]=3)[C:8]2=[O:17])[NH:4][N:3]=1.[H-].[Na+].[F:20][C:21]([F:25])([F:24])[CH2:22]I.C(=O)([O-])O.[Na+]. Product: [F:20][C:21]([F:25])([F:24])[CH2:22][O:1][C:2]1[CH:6]=[C:5]([N:7]2[C:15](=[O:16])[C:14]3[C:9](=[CH:10][CH:11]=[CH:12][CH:13]=3)[C:8]2=[O:17])[NH:4][N:3]=1. The catalyst class is: 35. (5) Reactant: [C:1]([O:12][CH3:13])(=[O:11])[CH2:2][CH2:3][CH2:4][CH2:5][CH2:6][CH2:7][CH2:8][CH:9]=[CH2:10].[CH3:14][C:15]([CH3:19])([CH3:18])[CH:16]=[CH2:17]. Product: [C:1]([O:12][CH3:13])(=[O:11])[CH:2]=[CH:3][CH2:4][CH2:5][CH2:6][CH2:7][CH2:8][CH2:9][CH3:10].[CH2:17]=[CH:16][C:15]([CH3:19])([CH3:18])[CH3:14]. The catalyst class is: 11.